From a dataset of NCI-60 drug combinations with 297,098 pairs across 59 cell lines. Regression. Given two drug SMILES strings and cell line genomic features, predict the synergy score measuring deviation from expected non-interaction effect. Drug 1: CCN(CC)CCCC(C)NC1=C2C=C(C=CC2=NC3=C1C=CC(=C3)Cl)OC. Drug 2: C1CCC(C(C1)N)N.C(=O)(C(=O)[O-])[O-].[Pt+4]. Cell line: K-562. Synergy scores: CSS=50.8, Synergy_ZIP=4.33, Synergy_Bliss=5.85, Synergy_Loewe=4.37, Synergy_HSA=7.89.